The task is: Predict the product of the given reaction.. This data is from Forward reaction prediction with 1.9M reactions from USPTO patents (1976-2016). (1) Given the reactants [C:1]([O:5][C:6]([N:8]1[CH2:13][CH2:12][N:11]([C:14]2[CH:19]=[CH:18][C:17]([C:20]3[C:24]([N:25](C(OCC(Cl)(Cl)Cl)=O)[C@H:26]([C:31]([O:33]C)=[O:32])[CH2:27][CH:28]([CH3:30])[CH3:29])=[CH:23][O:22][N:21]=3)=[CH:16][CH:15]=2)[CH2:10][CH2:9]1)=[O:7])([CH3:4])([CH3:3])[CH3:2].C(O)(=O)C, predict the reaction product. The product is: [C:1]([O:5][C:6]([N:8]1[CH2:13][CH2:12][N:11]([C:14]2[CH:15]=[CH:16][C:17]([C:20]3[C:24]([NH:25][C@H:26]([C:31]([OH:33])=[O:32])[CH2:27][CH:28]([CH3:29])[CH3:30])=[CH:23][O:22][N:21]=3)=[CH:18][CH:19]=2)[CH2:10][CH2:9]1)=[O:7])([CH3:2])([CH3:4])[CH3:3]. (2) Given the reactants [CH2:1]([O:3][C:4](=[O:32])[CH:5]([C:10]1[CH:11]=[C:12]([C:22]2[CH:27]=[CH:26][C:25]([C:28]([F:31])([F:30])[F:29])=[CH:24][CH:23]=2)[CH:13]=[C:14]([CH:16]2[CH2:21][CH2:20][CH2:19][NH:18][CH2:17]2)[CH:15]=1)[CH2:6][CH:7]([CH3:9])[CH3:8])[CH3:2].C(N([CH:39]([CH3:41])[CH3:40])CC)(C)C, predict the reaction product. The product is: [CH2:1]([O:3][C:4](=[O:32])[CH:5]([C:10]1[CH:11]=[C:12]([C:22]2[CH:23]=[CH:24][C:25]([C:28]([F:29])([F:30])[F:31])=[CH:26][CH:27]=2)[CH:13]=[C:14]([CH:16]2[CH2:21][CH2:20][CH2:19][N:18]([CH:5]([C:40]3[CH:39]=[CH:41][CH:8]=[CH:7][CH:6]=3)[C:10]3[CH:11]=[CH:12][CH:13]=[CH:14][CH:15]=3)[CH2:17]2)[CH:15]=1)[CH2:6][CH:7]([CH3:9])[CH3:8])[CH3:2]. (3) Given the reactants [CH3:1][N:2]([CH3:35])[C:3]([C:5]1[CH:10]=[CH:9][C:8]([NH:11][C:12]2[C:13]3[C:20]([F:21])=[CH:19][N:18]([CH:22]4[CH2:27][CH2:26][N:25]([C:28](OC(C)C)=O)[CH2:24][CH2:23]4)[C:14]=3[N:15]=[CH:16][N:17]=2)=[C:7]([F:34])[CH:6]=1)=[O:4].C(N(C(C)C)CC)(C)C.[CH2:45]([C:47]1[CH:48]=[N:49]C(Cl)=[N:51][CH:52]=1)[CH3:46].O, predict the reaction product. The product is: [CH2:45]([C:47]1[CH:48]=[N:49][C:28]([N:25]2[CH2:26][CH2:27][CH:22]([N:18]3[C:14]4[N:15]=[CH:16][N:17]=[C:12]([NH:11][C:8]5[CH:9]=[CH:10][C:5]([C:3]([N:2]([CH3:35])[CH3:1])=[O:4])=[CH:6][C:7]=5[F:34])[C:13]=4[C:20]([F:21])=[CH:19]3)[CH2:23][CH2:24]2)=[N:51][CH:52]=1)[CH3:46]. (4) Given the reactants O[C:2]1[N:3]=[C:4](C)[CH:5]=[C:6]2[CH2:11][CH2:10][O:9][C:8](=[O:12])[C:7]=12.[C:14](=[O:17])([O-])[O-].[K+].[K+].I[CH3:21], predict the reaction product. The product is: [CH3:21][O:17][CH2:14][C:2]1[N:3]=[CH:4][CH:5]=[C:6]2[CH2:11][CH2:10][O:9][C:8](=[O:12])[C:7]=12.